From a dataset of Forward reaction prediction with 1.9M reactions from USPTO patents (1976-2016). Predict the product of the given reaction. (1) Given the reactants N1C=CN=C1.C1(P(C2C=CC=CC=2)C2C=CC=CC=2)C=CC=CC=1.[Br:25]Br.[CH2:27]([C:31]1([CH2:54][CH2:55][CH2:56][CH3:57])[NH:37][CH:36]([C:38]2[CH:43]=[CH:42][CH:41]=[CH:40][CH:39]=2)[C:35]2[CH:44]=[C:45]([O:50][CH3:51])[C:46]([CH2:48]O)=[CH:47][C:34]=2[S:33](=[O:53])(=[O:52])[CH2:32]1)[CH2:28][CH2:29][CH3:30].[O-]S([O-])=O.[Na+].[Na+], predict the reaction product. The product is: [Br:25][CH2:48][C:46]1[C:45]([O:50][CH3:51])=[CH:44][C:35]2[CH:36]([C:38]3[CH:43]=[CH:42][CH:41]=[CH:40][CH:39]=3)[NH:37][C:31]([CH2:27][CH2:28][CH2:29][CH3:30])([CH2:54][CH2:55][CH2:56][CH3:57])[CH2:32][S:33](=[O:52])(=[O:53])[C:34]=2[CH:47]=1. (2) Given the reactants [Br:1][C:2]1[CH:3]=[C:4]([S:8](Cl)(=[O:10])=[O:9])[CH:5]=[CH:6][CH:7]=1.C[N:13]1[CH2:18][CH2:17][NH:16][CH2:15][CH2:14]1.[CH3:19]CN(C(C)C)C(C)C, predict the reaction product. The product is: [Br:1][C:2]1[CH:7]=[CH:6][CH:5]=[C:4]([S:8]([N:13]2[CH2:18][CH2:17][NH:16][CH2:15][CH:14]2[CH3:19])(=[O:10])=[O:9])[CH:3]=1. (3) Given the reactants [Cl:1][C:2]1[C:10]([Cl:11])=[CH:9][CH:8]=[CH:7][C:3]=1[C:4]([OH:6])=O.[Cl:12][C:13]1[CH:18]=[CH:17][C:16]([CH:19]([N:22]2[CH2:28][CH2:27][CH2:26][O:25][CH2:24][CH2:23]2)[CH2:20][NH2:21])=[CH:15][CH:14]=1, predict the reaction product. The product is: [Cl:1][C:2]1[C:10]([Cl:11])=[CH:9][CH:8]=[CH:7][C:3]=1[C:4]([NH:21][CH2:20][CH:19]([C:16]1[CH:15]=[CH:14][C:13]([Cl:12])=[CH:18][CH:17]=1)[N:22]1[CH2:28][CH2:27][CH2:26][O:25][CH2:24][CH2:23]1)=[O:6].